From a dataset of Forward reaction prediction with 1.9M reactions from USPTO patents (1976-2016). Predict the product of the given reaction. (1) Given the reactants [OH:1][C:2]1[CH:7]=[CH:6][CH:5]=[CH:4][C:3]=1[C:8](=[O:10])[CH3:9].[CH3:11][Li].Cl, predict the reaction product. The product is: [CH3:9][C:8]([CH3:11])([OH:10])[C:3]1[CH:4]=[CH:5][CH:6]=[CH:7][C:2]=1[OH:1]. (2) The product is: [CH2:6]([O:13][C:14]1[CH:19]=[C:18]([I:24])[C:17]([O:20][CH2:21][O:22][CH3:23])=[CH:16][N:15]=1)[C:7]1[CH:12]=[CH:11][CH:10]=[CH:9][CH:8]=1. Given the reactants [Li]C(C)(C)C.[CH2:6]([O:13][C:14]1[CH:19]=[CH:18][C:17]([O:20][CH2:21][O:22][CH3:23])=[CH:16][N:15]=1)[C:7]1[CH:12]=[CH:11][CH:10]=[CH:9][CH:8]=1.[I:24]I, predict the reaction product. (3) Given the reactants CC1C=CC(S(O[CH2:12][CH:13]2[CH2:17][C:16]3[CH:18]=[C:19]([C:29]([F:32])([F:31])[F:30])[CH:20]=[C:21]([C:22]4[CH:27]=[CH:26][CH:25]=[C:24]([CH3:28])[CH:23]=4)[C:15]=3[O:14]2)(=O)=O)=CC=1.[CH3:33][NH2:34], predict the reaction product. The product is: [CH3:33][NH:34][CH2:12][CH:13]1[CH2:17][C:16]2[CH:18]=[C:19]([C:29]([F:32])([F:31])[F:30])[CH:20]=[C:21]([C:22]3[CH:27]=[CH:26][CH:25]=[C:24]([CH3:28])[CH:23]=3)[C:15]=2[O:14]1. (4) Given the reactants C[O:2][C:3](=O)[C:4]1[CH:9]=[C:8]([I:10])[CH:7]=[CH:6][C:5]=1[NH2:11].[H-].C([Al+]CC(C)C)C(C)C.CO, predict the reaction product. The product is: [NH2:11][C:5]1[CH:6]=[CH:7][C:8]([I:10])=[CH:9][C:4]=1[CH2:3][OH:2]. (5) Given the reactants [CH:1]1([CH2:7][C@H:8]([NH:13][C:14](=[O:20])[O:15][C:16]([CH3:19])([CH3:18])[CH3:17])[C:9](=[O:12])[CH2:10][CH3:11])[CH2:6][CH2:5][CH2:4][CH2:3][CH2:2]1.[BH4-].[Na+].[NH4+].[Cl-], predict the reaction product. The product is: [CH:1]1([CH2:7][C@H:8]([NH:13][C:14](=[O:20])[O:15][C:16]([CH3:19])([CH3:18])[CH3:17])[CH:9]([OH:12])[CH2:10][CH3:11])[CH2:2][CH2:3][CH2:4][CH2:5][CH2:6]1. (6) Given the reactants C([NH:8][C@H:9]([C:14]1[CH:19]=[CH:18][CH:17]=[CH:16][CH:15]=1)[CH2:10][C:11]([OH:13])=[O:12])(OC(C)(C)C)=O.S(Cl)([Cl:22])=O.[CH3:24]O, predict the reaction product. The product is: [ClH:22].[CH3:24][O:13][C:11](=[O:12])[CH2:10][C@H:9]([NH2:8])[C:14]1[CH:19]=[CH:18][CH:17]=[CH:16][CH:15]=1.